This data is from Full USPTO retrosynthesis dataset with 1.9M reactions from patents (1976-2016). The task is: Predict the reactants needed to synthesize the given product. (1) Given the product [NH2:63][C:64]1[CH2:65][C:66]([C:86](=[O:102])[N:87]([CH2:91][CH2:92][CH2:93][OH:94])[CH2:88][CH2:89][CH3:90])=[CH:67][C:68]2[CH:74]=[CH:73][C:72]([C:75]3[CH:76]=[CH:77][C:78]([CH2:7][CH2:6][C:4]([O:29][CH2:28][CH:18]([CH3:17])[CH3:19])=[O:3])=[CH:84][CH:85]=3)=[CH:71][C:69]=2[N:70]=1.[C:56]([O:60][C:61]([NH:63][C:64]1[CH2:65][C:66]([C:86](=[O:102])[N:87]([CH2:91][CH2:92][CH2:93][O:94][Si:95]([C:98]([CH3:99])([CH3:101])[CH3:100])([CH3:96])[CH3:97])[CH2:88][CH2:89][CH3:90])=[CH:67][C:68]2[CH:74]=[CH:73][C:72]([C:75]3[CH:85]=[CH:84][C:78]([C:79]([O:81][CH2:82][CH3:83])=[O:80])=[CH:77][CH:76]=3)=[CH:71][C:69]=2[N:70]=1)=[O:62])([CH3:57])([CH3:58])[CH3:59], predict the reactants needed to synthesize it. The reactants are: C([O:3][C:4]([C:6]1C=CC(B(O)O)=C[CH:7]=1)=O)C.NC1[CH2:17][C:18]([C:28](N(CCC)CCC)=[O:29])=[CH:19]C2C=CC(Br)=CC=2N=1.COC(C1C=CC(B(O)O)=CC=1)=O.C(=O)([O-])[O-].[K+].[K+].[C:56]([O:60][C:61]([NH:63][C:64]1[CH2:65][C:66]([C:86](=[O:102])[N:87]([CH2:91][CH2:92][CH2:93][O:94][Si:95]([C:98]([CH3:101])([CH3:100])[CH3:99])([CH3:97])[CH3:96])[CH2:88][CH2:89][CH3:90])=[CH:67][C:68]2[CH:74]=[CH:73][C:72]([C:75]3[CH:85]=[CH:84][C:78]([C:79]([O:81][CH2:82][CH3:83])=[O:80])=[CH:77][CH:76]=3)=[CH:71][C:69]=2[N:70]=1)=[O:62])([CH3:59])([CH3:58])[CH3:57]. (2) Given the product [Cl:11][C:12]1[CH:19]=[CH:18][C:15]([CH:16]=[N:10][CH:8]([CH3:9])[CH2:7][C:1]2[CH:6]=[CH:5][CH:4]=[CH:3][CH:2]=2)=[CH:14][CH:13]=1, predict the reactants needed to synthesize it. The reactants are: [C:1]1([CH2:7][C@@H:8]([NH2:10])[CH3:9])[CH:6]=[CH:5][CH:4]=[CH:3][CH:2]=1.[Cl:11][C:12]1[CH:19]=[CH:18][C:15]([CH:16]=O)=[CH:14][CH:13]=1.[O-]S([O-])(=O)=O.[Mg+2]. (3) Given the product [F:40][C:38]1[CH:37]=[CH:36][C:33]([CH2:34][C@H:3]2[C:2](=[O:1])[N:6]([C:7]([O:9][C:10]([CH3:13])([CH3:12])[CH3:11])=[O:8])[C@H:5]([C:14]([O:16][C:17]([CH3:20])([CH3:19])[CH3:18])=[O:15])[CH2:4]2)=[C:32]([CH3:31])[CH:39]=1, predict the reactants needed to synthesize it. The reactants are: [O:1]=[C:2]1[N:6]([C:7]([O:9][C:10]([CH3:13])([CH3:12])[CH3:11])=[O:8])[C@H:5]([C:14]([O:16][C:17]([CH3:20])([CH3:19])[CH3:18])=[O:15])[CH2:4][CH2:3]1.[Li+].C[Si]([N-][Si](C)(C)C)(C)C.[CH3:31][C:32]1[CH:39]=[C:38]([F:40])[CH:37]=[CH:36][C:33]=1[CH2:34]Br. (4) The reactants are: [CH2:1]([N:8]1[C:16]([C:17]2[CH:33]=[CH:32][C:20]([O:21][C:22]3[CH:23]=[C:24]([CH:29]=[CH:30][CH:31]=3)[C:25](OC)=[O:26])=[CH:19][CH:18]=2)=[C:15]2[C:10]([C:11]([C:34]([F:37])([F:36])[F:35])=[CH:12][CH:13]=[CH:14]2)=[N:9]1)[C:2]1[CH:7]=[CH:6][CH:5]=[CH:4][CH:3]=1.[H-].[H-].[H-].[H-].[Li+].[Al+3]. Given the product [CH2:1]([N:8]1[C:16]([C:17]2[CH:33]=[CH:32][C:20]([O:21][C:22]3[CH:23]=[C:24]([CH2:25][OH:26])[CH:29]=[CH:30][CH:31]=3)=[CH:19][CH:18]=2)=[C:15]2[C:10]([C:11]([C:34]([F:36])([F:37])[F:35])=[CH:12][CH:13]=[CH:14]2)=[N:9]1)[C:2]1[CH:7]=[CH:6][CH:5]=[CH:4][CH:3]=1, predict the reactants needed to synthesize it. (5) Given the product [CH3:1][CH2:2][CH2:3][CH2:4][CH2:5][CH2:6][C:24]1[CH:23]=[CH:22][C:20]([OH:21])=[CH:19][C:17]=1[OH:18].[C:1]([C:19]1[C:20]([OH:21])=[CH:22][CH:23]=[CH:24][C:17]=1[OH:18])(=[O:7])[CH2:2][CH2:3][CH2:4][CH2:5][CH3:6], predict the reactants needed to synthesize it. The reactants are: [C:1](O)(=[O:7])[CH2:2][CH2:3][CH2:4][CH2:5][CH3:6].C1(C)C(C)=CC=CC=1.[C:17]1([CH:24]=[CH:23][CH:22]=[C:20]([OH:21])[CH:19]=1)[OH:18]. (6) Given the product [F:1][C:2]1[CH:3]=[C:4]([C:9]2[C:17]3[CH2:16][C:15](=[O:18])[CH2:14][CH2:13][C:12]=3[N:11]([C:22]([NH:24][C@@H:25]([C:30]([CH3:33])([CH3:32])[CH3:31])[C:26]([NH:28][CH3:29])=[O:27])=[O:23])[N:10]=2)[CH:5]=[CH:6][C:7]=1[F:8], predict the reactants needed to synthesize it. The reactants are: [F:1][C:2]1[CH:3]=[C:4]([C:9]2[C:17]3[CH2:16][C:15]4(OCC[O:18]4)[CH2:14][CH2:13][C:12]=3[N:11]([C:22]([NH:24][C@@H:25]([C:30]([CH3:33])([CH3:32])[CH3:31])[C:26]([NH:28][CH3:29])=[O:27])=[O:23])[N:10]=2)[CH:5]=[CH:6][C:7]=1[F:8].C1(C)C=CC(S(O)(=O)=O)=CC=1.O. (7) Given the product [Cl:1][C:2]1[C:10]([Cl:11])=[CH:9][CH:8]=[CH:7][C:3]=1[C:4]([NH:19][CH2:18][CH:17]([N:20]1[CH:25]=[CH:24][C:23]([C:26]([F:29])([F:28])[F:27])=[N:22][CH2:21]1)[CH2:16][C:13]1([F:12])[CH2:14][CH2:15]1)=[O:6], predict the reactants needed to synthesize it. The reactants are: [Cl:1][C:2]1[C:10]([Cl:11])=[CH:9][CH:8]=[CH:7][C:3]=1[C:4]([OH:6])=O.[F:12][C:13]1([CH2:16][CH:17]([N:20]2[CH:25]=[CH:24][C:23]([C:26]([F:29])([F:28])[F:27])=[N:22][CH2:21]2)[CH2:18][NH2:19])[CH2:15][CH2:14]1.